This data is from Reaction yield outcomes from USPTO patents with 853,638 reactions. The task is: Predict the reaction yield, written as a fraction of the theoretical maximum amount of product (1.0 means a 100% yield; for example, 0.34 means a 34% yield). The reactants are [CH2:1]([S:8][C:9]1[C:14]([NH2:15])=[CH:13][CH:12]=[CH:11][N:10]=1)[C:2]1[CH:7]=[CH:6][CH:5]=[CH:4][CH:3]=1.[S:16]1[C:20]([S:21](Cl)(=[O:23])=[O:22])=[CH:19][C:18]2[CH:25]=[CH:26][CH:27]=[CH:28][C:17]1=2. The catalyst is N1C=CC=CC=1. The product is [CH2:1]([S:8][C:9]1[C:14]([NH:15][S:21]([C:20]2[S:16][C:17]3[CH:28]=[CH:27][CH:26]=[CH:25][C:18]=3[CH:19]=2)(=[O:22])=[O:23])=[CH:13][CH:12]=[CH:11][N:10]=1)[C:2]1[CH:3]=[CH:4][CH:5]=[CH:6][CH:7]=1. The yield is 0.490.